From a dataset of Catalyst prediction with 721,799 reactions and 888 catalyst types from USPTO. Predict which catalyst facilitates the given reaction. (1) Reactant: C(OC([N:8]1[CH2:12][C@H:11]([CH2:13][N:14]([C:23]2[CH:28]=[CH:27][C:26]([Cl:29])=[CH:25][CH:24]=2)[CH2:15][C:16]2[CH:21]=[CH:20][CH:19]=[CH:18][C:17]=2[OH:22])[C@@H:10]([CH2:30][C:31]2[CH:36]=[CH:35][CH:34]=[CH:33][CH:32]=2)[CH2:9]1)=O)(C)(C)C.CC#N. Product: [CH2:30]([C@H:10]1[CH2:9][NH:8][CH2:12][C@@H:11]1[CH2:13][N:14]([CH2:15][C:16]1[CH:21]=[CH:20][CH:19]=[CH:18][C:17]=1[OH:22])[C:23]1[CH:24]=[CH:25][C:26]([Cl:29])=[CH:27][CH:28]=1)[C:31]1[CH:36]=[CH:35][CH:34]=[CH:33][CH:32]=1. The catalyst class is: 6. (2) Reactant: [OH-:1].[Na+].[NH2:3][C:4]1[CH:22]=[CH:21][C:7]([C:8]([C:10]2[N:14]3[CH:15]=[CH:16][CH:17]=[CH:18][C:13]3=[C:12]([C:19]#[N:20])[N:11]=2)=[O:9])=[CH:6][C:5]=1[O:23][CH3:24]. Product: [NH2:3][C:4]1[CH:22]=[CH:21][C:7]([C:8]([C:10]2[N:14]3[CH:15]=[CH:16][CH:17]=[CH:18][C:13]3=[C:12]([C:19]([NH2:20])=[O:1])[N:11]=2)=[O:9])=[CH:6][C:5]=1[O:23][CH3:24]. The catalyst class is: 8. (3) Reactant: [CH3:1][C:2]1([CH3:20])[O:6][C@H:5]([CH2:7][O:8][C:9]2[C:16]([CH3:17])=[CH:15][C:12]([C:13]#[N:14])=[CH:11][C:10]=2[CH2:18][CH3:19])[CH2:4][O:3]1.C([O-])(O)=O.[Na+].Cl.[NH2:27][OH:28]. Product: [CH3:1][C:2]1([CH3:20])[O:6][C@H:5]([CH2:7][O:8][C:9]2[C:16]([CH3:17])=[CH:15][C:12]([C:13]([NH:27][OH:28])=[NH:14])=[CH:11][C:10]=2[CH2:18][CH3:19])[CH2:4][O:3]1. The catalyst class is: 5. (4) Reactant: [Cl:1][C:2]1[N:7]=[C:6]([NH:8][C:9]2[CH:10]=[C:11]3[C:15](=[CH:16][CH:17]=2)[NH:14][N:13]=[CH:12]3)[C:5]([O:18][CH3:19])=[CH:4][N:3]=1.[CH3:20][C:21]([O:24][C:25](O[C:25]([O:24][C:21]([CH3:23])([CH3:22])[CH3:20])=[O:26])=[O:26])([CH3:23])[CH3:22]. Product: [C:21]([O:24][C:25]([N:8]([C:6]1[C:5]([O:18][CH3:19])=[CH:4][N:3]=[C:2]([Cl:1])[N:7]=1)[C:9]1[CH:10]=[C:11]2[C:15](=[CH:16][CH:17]=1)[N:14]([C:25]([O:24][C:21]([CH3:23])([CH3:22])[CH3:20])=[O:26])[N:13]=[CH:12]2)=[O:26])([CH3:23])([CH3:22])[CH3:20]. The catalyst class is: 64. (5) Reactant: C(Cl)(Cl)Cl.[O:5]1[C:10]2[CH:11]=[CH:12][C:13]([CH2:15][N:16]([CH:24]3[CH2:29][CH2:28][N:27]([CH2:30][CH2:31][N:32]4[C:41]5[C:36](=[C:37]([NH2:42])[CH:38]=[CH:39][CH:40]=5)[CH:35]=[CH:34][C:33]4=[O:43])[CH2:26][CH2:25]3)[C:17](=[O:23])[O:18][C:19]([CH3:22])([CH3:21])[CH3:20])=[CH:14][C:9]=2[O:8][CH2:7][CH2:6]1.Cl[C:45]([O:47][CH3:48])=[O:46]. Product: [CH3:48][O:47][C:45](=[O:46])[NH:42][C:37]1[CH:38]=[CH:39][CH:40]=[C:41]2[C:36]=1[CH:35]=[CH:34][C:33](=[O:43])[N:32]2[CH2:31][CH2:30][N:27]1[CH2:28][CH2:29][CH:24]([N:16]([C:17]([O:18][C:19]([CH3:22])([CH3:21])[CH3:20])=[O:23])[CH2:15][C:13]2[CH:12]=[CH:11][C:10]3[O:5][CH2:6][CH2:7][O:8][C:9]=3[CH:14]=2)[CH2:25][CH2:26]1. The catalyst class is: 66. (6) The catalyst class is: 3. Product: [CH3:38][C@@H:39]1[CH2:43][CH2:42][C@@H:41]([CH3:44])[N:40]1[C:26]([N:12]1[CH2:13][CH:14]([C:16]2[CH:17]=[CH:18][C:19]([C:22]([F:23])([F:25])[F:24])=[CH:20][CH:21]=2)[CH2:15][CH:10]([NH:9][C:7]([C:1]2[CH:2]=[CH:3][CH:4]=[CH:5][CH:6]=2)=[O:8])[CH2:11]1)=[O:27]. Reactant: [C:1]1([C:7]([NH:9][CH:10]2[CH2:15][CH:14]([C:16]3[CH:21]=[CH:20][C:19]([C:22]([F:25])([F:24])[F:23])=[CH:18][CH:17]=3)[CH2:13][N:12]([C:26](OC3C=CC([N+]([O-])=O)=CC=3)=[O:27])[CH2:11]2)=[O:8])[CH:6]=[CH:5][CH:4]=[CH:3][CH:2]=1.[CH3:38][C@@H:39]1[CH2:43][CH2:42][C@@H:41]([CH3:44])[NH:40]1.C(=O)([O-])[O-].[K+].[K+]. (7) Reactant: [Br:1][C:2]1[C:10]2[N:9]=[C:8]([CH2:11][F:12])[N:7]([CH2:13][C:14]3[CH:19]=[CH:18][CH:17]=[C:16]([Cl:20])[C:15]=3[CH3:21])[C:6]=2[CH:5]=[C:4]([NH2:22])[CH:3]=1.[OH-].[Na+].Br[CH2:26][CH2:27][O:28][CH2:29][CH2:30]Br. Product: [Br:1][C:2]1[C:10]2[N:9]=[C:8]([CH2:11][F:12])[N:7]([CH2:13][C:14]3[CH:19]=[CH:18][CH:17]=[C:16]([Cl:20])[C:15]=3[CH3:21])[C:6]=2[CH:5]=[C:4]([N:22]2[CH2:30][CH2:29][O:28][CH2:27][CH2:26]2)[CH:3]=1. The catalyst class is: 682. (8) Reactant: [Cl:1][C:2]1[N:10]=[C:9](I)[N:8]=[C:7]2[C:3]=1[N:4]=[CH:5][N:6]2[CH:12]1[CH2:17][CH2:16][CH2:15][CH2:14][O:13]1.C(N(CC)CC)C.[CH3:25][C:26]([OH:30])([C:28]#[CH:29])[CH3:27]. Product: [Cl:1][C:2]1[N:10]=[C:9]([C:29]#[C:28][C:26]([CH3:27])([OH:30])[CH3:25])[N:8]=[C:7]2[C:3]=1[N:4]=[CH:5][N:6]2[CH:12]1[CH2:17][CH2:16][CH2:15][CH2:14][O:13]1. The catalyst class is: 233.